Dataset: Forward reaction prediction with 1.9M reactions from USPTO patents (1976-2016). Task: Predict the product of the given reaction. (1) Given the reactants [Cl:1][C:2]1[CH:19]=[CH:18][C:5]([CH2:6][NH:7][CH2:8][C:9]2[CH:14]=[CH:13][C:12]([CH:15]([CH3:17])[CH3:16])=[CH:11][CH:10]=2)=[CH:4][CH:3]=1.[CH2:20]([O:22][C@H:23]([C:36]([O:38][CH2:39][CH3:40])=[O:37])[CH2:24][C:25]1[CH:35]=[CH:34][C:28]([O:29][CH2:30][C:31](O)=[O:32])=[CH:27][CH:26]=1)[CH3:21].C(N(CC)C(C)C)(C)C.Cl.C([O-])(O)=O.[Na+], predict the reaction product. The product is: [Cl:1][C:2]1[CH:3]=[CH:4][C:5]([CH2:6][N:7]([CH2:8][C:9]2[CH:14]=[CH:13][C:12]([CH:15]([CH3:17])[CH3:16])=[CH:11][CH:10]=2)[C:31](=[O:32])[CH2:30][O:29][C:28]2[CH:27]=[CH:26][C:25]([CH2:24][C@H:23]([O:22][CH2:20][CH3:21])[C:36]([O:38][CH2:39][CH3:40])=[O:37])=[CH:35][CH:34]=2)=[CH:18][CH:19]=1. (2) The product is: [I:28][C:29]1[CH:34]=[CH:33][C:32]([S:35]([NH:24][CH2:23][CH2:22][CH2:21][CH2:20][C@@H:19]([C:25]([OH:27])=[O:26])[NH:18][C:16]([O:15][CH2:14][CH:12]2[C:11]3[CH:10]=[CH:9][CH:8]=[CH:7][C:6]=3[C:5]3[C:13]2=[CH:1][CH:2]=[CH:3][CH:4]=3)=[O:17])(=[O:37])=[O:36])=[CH:31][CH:30]=1. Given the reactants [CH:1]1[C:13]2[CH:12]([CH2:14][O:15][C:16]([NH:18][C@H:19]([C:25]([OH:27])=[O:26])[CH2:20][CH2:21][CH2:22][CH2:23][NH2:24])=[O:17])[C:11]3[C:6](=[CH:7][CH:8]=[CH:9][CH:10]=3)[C:5]=2[CH:4]=[CH:3][CH:2]=1.[I:28][C:29]1[CH:34]=[CH:33][C:32]([S:35](Cl)(=[O:37])=[O:36])=[CH:31][CH:30]=1, predict the reaction product. (3) Given the reactants CON(C)[C:4]([C:6]1[N:7]=[CH:8][N:9]([C:11]2[CH:12]=[C:13]([C:17]3[CH:22]=[CH:21][CH:20]=[CH:19][C:18]=3[O:23][CH3:24])[CH:14]=[CH:15][CH:16]=2)[CH:10]=1)=[O:5].Br[C:27]1[CH:32]=[CH:31][CH:30]=[CH:29][N:28]=1, predict the reaction product. The product is: [CH3:24][O:23][C:18]1[CH:19]=[CH:20][CH:21]=[CH:22][C:17]=1[C:13]1[CH:14]=[CH:15][CH:16]=[C:11]([N:9]2[CH:10]=[C:6]([C:4]([C:27]3[CH:32]=[CH:31][CH:30]=[CH:29][N:28]=3)=[O:5])[N:7]=[CH:8]2)[CH:12]=1. (4) Given the reactants [Si]([O:8][CH2:9][C:10]1[N:15]=[C:14]([C:16]2([OH:22])[CH2:21][CH2:20][O:19][CH2:18][CH2:17]2)[CH:13]=[CH:12][CH:11]=1)(C(C)(C)C)(C)C.F.F.F.C(N(CC)CC)C, predict the reaction product. The product is: [OH:8][CH2:9][C:10]1[N:15]=[C:14]([C:16]2([OH:22])[CH2:21][CH2:20][O:19][CH2:18][CH2:17]2)[CH:13]=[CH:12][CH:11]=1. (5) Given the reactants [CH2:1]([CH:8]1[CH2:13][CH2:12][N:11]([CH2:14][CH2:15][CH2:16][NH:17][C:18]2[CH:19]=[N:20][CH:21]=[CH:22][CH:23]=2)[CH2:10][CH2:9]1)[C:2]1[CH:7]=[CH:6][CH:5]=[CH:4][CH:3]=1.C(N(CC)CC)C.[C:31]([N:34]1[CH2:39][CH2:38][CH:37]([C:40]([Cl:42])=[O:41])[CH2:36][CH2:35]1)(=[O:33])[CH3:32].C([O-])(O)=O.[Na+], predict the reaction product. The product is: [ClH:42].[C:31]([N:34]1[CH2:35][CH2:36][CH:37]([C:40]([N:17]([CH2:16][CH2:15][CH2:14][N:11]2[CH2:10][CH2:9][CH:8]([CH2:1][C:2]3[CH:7]=[CH:6][CH:5]=[CH:4][CH:3]=3)[CH2:13][CH2:12]2)[C:18]2[CH:19]=[N:20][CH:21]=[CH:22][CH:23]=2)=[O:41])[CH2:38][CH2:39]1)(=[O:33])[CH3:32].